Dataset: NCI-60 drug combinations with 297,098 pairs across 59 cell lines. Task: Regression. Given two drug SMILES strings and cell line genomic features, predict the synergy score measuring deviation from expected non-interaction effect. (1) Drug 1: C(=O)(N)NO. Drug 2: C1CN(CCN1C(=O)CCBr)C(=O)CCBr. Cell line: EKVX. Synergy scores: CSS=8.82, Synergy_ZIP=-1.79, Synergy_Bliss=1.02, Synergy_Loewe=-5.11, Synergy_HSA=-1.05. (2) Drug 1: CCC1(CC2CC(C3=C(CCN(C2)C1)C4=CC=CC=C4N3)(C5=C(C=C6C(=C5)C78CCN9C7C(C=CC9)(C(C(C8N6C)(C(=O)OC)O)OC(=O)C)CC)OC)C(=O)OC)O.OS(=O)(=O)O. Drug 2: C1CNP(=O)(OC1)N(CCCl)CCCl. Cell line: HT29. Synergy scores: CSS=2.65, Synergy_ZIP=-0.690, Synergy_Bliss=-8.89, Synergy_Loewe=-22.7, Synergy_HSA=-11.0. (3) Drug 1: COC1=CC(=CC(=C1O)OC)C2C3C(COC3=O)C(C4=CC5=C(C=C24)OCO5)OC6C(C(C7C(O6)COC(O7)C8=CC=CS8)O)O. Drug 2: C1=CC(=CC=C1C#N)C(C2=CC=C(C=C2)C#N)N3C=NC=N3. Cell line: NCI-H522. Synergy scores: CSS=29.6, Synergy_ZIP=-10.5, Synergy_Bliss=-4.26, Synergy_Loewe=-20.7, Synergy_HSA=-1.36. (4) Drug 1: CN(C)N=NC1=C(NC=N1)C(=O)N. Drug 2: CC12CCC3C(C1CCC2OP(=O)(O)O)CCC4=C3C=CC(=C4)OC(=O)N(CCCl)CCCl.[Na+]. Cell line: LOX IMVI. Synergy scores: CSS=38.6, Synergy_ZIP=-9.85, Synergy_Bliss=-7.37, Synergy_Loewe=-5.33, Synergy_HSA=-1.94. (5) Drug 1: CC1=C2C(C(=O)C3(C(CC4C(C3C(C(C2(C)C)(CC1OC(=O)C(C(C5=CC=CC=C5)NC(=O)OC(C)(C)C)O)O)OC(=O)C6=CC=CC=C6)(CO4)OC(=O)C)O)C)O. Drug 2: CN(CCCl)CCCl.Cl. Cell line: SF-539. Synergy scores: CSS=40.9, Synergy_ZIP=-6.33, Synergy_Bliss=-8.79, Synergy_Loewe=-25.1, Synergy_HSA=-6.23. (6) Drug 1: CN(C)N=NC1=C(NC=N1)C(=O)N. Drug 2: C(CC(=O)O)C(=O)CN.Cl. Cell line: MCF7. Synergy scores: CSS=0.868, Synergy_ZIP=-0.489, Synergy_Bliss=1.24, Synergy_Loewe=-1.11, Synergy_HSA=0.122. (7) Drug 1: CC12CCC3C(C1CCC2=O)CC(=C)C4=CC(=O)C=CC34C. Drug 2: CCN(CC)CCNC(=O)C1=C(NC(=C1C)C=C2C3=C(C=CC(=C3)F)NC2=O)C. Cell line: UACC-257. Synergy scores: CSS=28.1, Synergy_ZIP=1.78, Synergy_Bliss=2.57, Synergy_Loewe=2.20, Synergy_HSA=1.77. (8) Drug 1: C(CC(=O)O)C(=O)CN.Cl. Drug 2: CC1C(C(CC(O1)OC2CC(CC3=C2C(=C4C(=C3O)C(=O)C5=C(C4=O)C(=CC=C5)OC)O)(C(=O)CO)O)N)O.Cl. Cell line: SF-539. Synergy scores: CSS=44.9, Synergy_ZIP=-3.11, Synergy_Bliss=-5.12, Synergy_Loewe=-26.5, Synergy_HSA=-3.24.